This data is from hERG potassium channel inhibition data for cardiac toxicity prediction from Karim et al.. The task is: Regression/Classification. Given a drug SMILES string, predict its toxicity properties. Task type varies by dataset: regression for continuous values (e.g., LD50, hERG inhibition percentage) or binary classification for toxic/non-toxic outcomes (e.g., AMES mutagenicity, cardiotoxicity, hepatotoxicity). Dataset: herg_karim. (1) The drug is CCc1cccc(NC(=O)N2CCc3nc(-c4cnc(C#N)nc4)nc(-c4ccccc4C)c3C2)c1. The result is 1 (blocker). (2) The result is 0 (non-blocker). The drug is CN(C(=O)c1ccc(F)cc1C(F)(F)F)C1CCN(c2nnc(-c3ccnn3C)c3ccccc23)CC1.